The task is: Predict which catalyst facilitates the given reaction.. This data is from Catalyst prediction with 721,799 reactions and 888 catalyst types from USPTO. The catalyst class is: 9. Product: [CH2:1]1[C:9]2[C:4](=[CH:5][CH:6]=[CH:7][CH:8]=2)[CH2:3][CH:2]1[NH:10][C:11]1[N:12]=[CH:13][C:14]2[CH2:20][N:19]([C:21]([C:23]3[CH:27]=[CH:26][N:25]([CH2:41][C:40]#[CH:39])[CH:24]=3)=[O:22])[CH2:18][CH2:17][C:15]=2[N:16]=1. Reactant: [CH2:1]1[C:9]2[C:4](=[CH:5][CH:6]=[CH:7][CH:8]=2)[CH2:3][CH:2]1[NH:10][C:11]1[N:12]=[CH:13][C:14]2[CH2:20][N:19]([C:21]([C:23]3[CH:27]=[CH:26][NH:25][CH:24]=3)=[O:22])[CH2:18][CH2:17][C:15]=2[N:16]=1.C[Si]([N-][Si](C)(C)C)(C)C.[Na+].Br[CH2:39][C:40]#[C:41][Si](C)(C)C.